From a dataset of Full USPTO retrosynthesis dataset with 1.9M reactions from patents (1976-2016). Predict the reactants needed to synthesize the given product. (1) Given the product [OH:5][C@@H:4]([CH2:3][O:2][CH3:1])[CH2:6][NH:7][CH2:8][CH2:9][CH2:10][CH2:11][NH:12][C:13](=[O:19])[O:14][C:15]([CH3:17])([CH3:16])[CH3:18], predict the reactants needed to synthesize it. The reactants are: [CH3:1][O:2][CH2:3][C@H:4]1[CH2:6][O:5]1.[NH2:7][CH2:8][CH2:9][CH2:10][CH2:11][NH:12][C:13](=[O:19])[O:14][C:15]([CH3:18])([CH3:17])[CH3:16]. (2) Given the product [CH3:1][S:2][C:3]1[CH:4]=[CH:5][C:6]([CH2:9][CH2:10][C:11]([O:13][CH3:14])=[O:12])=[CH:7][CH:8]=1, predict the reactants needed to synthesize it. The reactants are: [CH3:1][S:2][C:3]1[CH:8]=[CH:7][C:6]([CH2:9][CH2:10][C:11]([OH:13])=[O:12])=[CH:5][CH:4]=1.[CH:14]1N=CN(C(N2C=NC=C2)=O)C=1.CO. (3) Given the product [NH2:9][C:7]1[N:6]([CH2:10][C:11]2[CH:16]=[CH:15][C:14]([O:17][CH2:18][C:19]3[CH:20]=[N:21][C:22]([O:25][CH3:26])=[CH:23][CH:24]=3)=[C:13]([O:27][CH3:28])[CH:12]=2)[C:5]2[CH:4]=[CH:3][C:2]([N:35]3[CH2:36][CH2:37][N:32]([CH3:31])[CH2:33][C:34]3=[O:38])=[CH:30][C:29]=2[N:8]=1, predict the reactants needed to synthesize it. The reactants are: I[C:2]1[CH:30]=[CH:29][C:5]2[N:6]([CH2:10][C:11]3[CH:16]=[CH:15][C:14]([O:17][CH2:18][C:19]4[CH:20]=[N:21][C:22]([O:25][CH3:26])=[CH:23][CH:24]=4)=[C:13]([O:27][CH3:28])[CH:12]=3)[C:7]([NH2:9])=[N:8][C:4]=2[CH:3]=1.[CH3:31][N:32]1[CH2:37][CH2:36][NH:35][C:34](=[O:38])[CH2:33]1.CN[C@@H]1CCCC[C@H]1NC.P([O-])([O-])([O-])=O.[K+].[K+].[K+]. (4) The reactants are: [N:1]1([CH2:6][CH2:7][OH:8])[CH2:5][CH2:4][CH2:3][CH2:2]1.F[C:10]1[CH:17]=[CH:16][C:15]([N+:18]([O-:20])=[O:19])=[CH:14][C:11]=1[C:12]#[N:13].[H-].[Na+]. Given the product [N+:18]([C:15]1[CH:16]=[CH:17][C:10]([O:8][CH2:7][CH2:6][N:1]2[CH2:5][CH2:4][CH2:3][CH2:2]2)=[C:11]([CH:14]=1)[C:12]#[N:13])([O-:20])=[O:19], predict the reactants needed to synthesize it. (5) The reactants are: [NH:1]1[CH:5]=[C:4]([C:6]2[C:7]([C:12]3[CH:17]=[CH:16][CH:15]=[CH:14][CH:13]=3)=[N:8][O:9][C:10]=2[CH3:11])[N:3]=[CH:2]1.[CH2:18]([C:21]1[CH:26]=[CH:25][C:24](B(O)O)=[CH:23][CH:22]=1)[CH2:19][CH3:20]. Given the product [CH3:11][C:10]1[O:9][N:8]=[C:7]([C:12]2[CH:13]=[CH:14][CH:15]=[CH:16][CH:17]=2)[C:6]=1[C:4]1[N:3]=[CH:2][N:1]([C:24]2[CH:25]=[CH:26][C:21]([CH2:18][CH2:19][CH3:20])=[CH:22][CH:23]=2)[CH:5]=1, predict the reactants needed to synthesize it. (6) The reactants are: [NH2:1][C:2]1[CH:3]=[C:4]([NH:9][C:10](=[O:12])[CH3:11])[CH:5]=[C:6]([Br:8])[CH:7]=1.Cl[C:14]1[N:19]=[C:18]([C:20]([F:23])([F:22])[F:21])[CH:17]=[CH:16][N:15]=1.CC1C=CC(S(O)(=O)=O)=CC=1. Given the product [Br:8][C:6]1[CH:5]=[C:4]([NH:9][C:10](=[O:12])[CH3:11])[CH:3]=[C:2]([NH:1][C:14]2[N:19]=[C:18]([C:20]([F:23])([F:22])[F:21])[CH:17]=[CH:16][N:15]=2)[CH:7]=1, predict the reactants needed to synthesize it. (7) Given the product [F:15][C:5]1[CH:4]=[CH:3][C:2]([B:16]2[O:20][C:19]([CH3:22])([CH3:21])[C:18]([CH3:24])([CH3:23])[O:17]2)=[CH:7][C:6]=1[C:8]1[CH:13]=[CH:12][N:11]=[CH:10][C:9]=1[F:14], predict the reactants needed to synthesize it. The reactants are: Br[C:2]1[CH:3]=[CH:4][C:5]([F:15])=[C:6]([C:8]2[CH:13]=[CH:12][N:11]=[CH:10][C:9]=2[F:14])[CH:7]=1.[B:16]1([B:16]2[O:20][C:19]([CH3:22])([CH3:21])[C:18]([CH3:24])([CH3:23])[O:17]2)[O:20][C:19]([CH3:22])([CH3:21])[C:18]([CH3:24])([CH3:23])[O:17]1. (8) Given the product [S:1]([O-:4])([O-:3])=[O:2].[Na+:5].[Na+:5].[C:7]([O-:10])([O-:9])=[O:8].[C:11]([O-:14])([O-:13])=[O:12].[OH:15][OH:16].[OH:15][OH:16].[OH:15][OH:16].[Na+:5].[Na+:5].[Na+:5].[Na+:5], predict the reactants needed to synthesize it. The reactants are: [S:1]([O-:4])([O-:3])=[O:2].[Na+:5].[Na+].[C:7]([O-:10])([O-:9])=[O:8].[C:11]([O-:14])([O-:13])=[O:12].[OH:15][OH:16].OO.OO.[Na+].[Na+].[Na+].[Na+].OO. (9) Given the product [C:69]([O:68][C@@H:34]1[C@H:33]([O:76][CH3:77])[C@@H:32]([CH2:31][OH:30])[O:36][C@H:35]1[N:37]1[C:67]2[N:66]=[CH:65][N:64]=[C:41]([NH:42][C:43]([C:58]3[CH:59]=[CH:60][CH:61]=[CH:62][CH:63]=3)([C:52]3[CH:53]=[CH:54][CH:55]=[CH:56][CH:57]=3)[C:44]3[CH:49]=[CH:48][C:47]([O:50][CH3:51])=[CH:46][CH:45]=3)[C:40]=2[N:39]=[CH:38]1)(=[O:75])[CH2:70][CH2:71][C:72]([CH3:74])=[O:73], predict the reactants needed to synthesize it. The reactants are: [N+](CCCC)(CCCC)(CCCC)CCCC.[F-].CC(O)=O.[Si]([O:30][CH2:31][C@H:32]1[O:36][C@@H:35]([N:37]2[C:67]3[N:66]=[CH:65][N:64]=[C:41]([NH:42][C:43]([C:58]4[CH:63]=[CH:62][CH:61]=[CH:60][CH:59]=4)([C:52]4[CH:57]=[CH:56][CH:55]=[CH:54][CH:53]=4)[C:44]4[CH:49]=[CH:48][C:47]([O:50][CH3:51])=[CH:46][CH:45]=4)[C:40]=3[N:39]=[CH:38]2)[C@H:34]([O:68][C:69](=[O:75])[CH2:70][CH2:71][C:72]([CH3:74])=[O:73])[C@@H:33]1[O:76][CH3:77])(C(C)(C)C)(C)C.C([O-])(O)=O.[Na+].